This data is from Full USPTO retrosynthesis dataset with 1.9M reactions from patents (1976-2016). The task is: Predict the reactants needed to synthesize the given product. (1) The reactants are: [Cl:1][C:2]1[CH:11]=[CH:10][C:9]2[N:8]=[C:7]([CH3:12])[CH:6]=[CH:5][C:4]=2[C:3]=1[C:13]([OH:15])=O.[C:16]1([CH2:22][CH2:23][NH2:24])[CH:21]=[CH:20][CH:19]=[CH:18][CH:17]=1. Given the product [Cl:1][C:2]1[CH:11]=[CH:10][C:9]2[N:8]=[C:7]([CH3:12])[CH:6]=[CH:5][C:4]=2[C:3]=1[C:13]([NH:24][CH2:23][CH2:22][C:16]1[CH:21]=[CH:20][CH:19]=[CH:18][CH:17]=1)=[O:15], predict the reactants needed to synthesize it. (2) Given the product [ClH:36].[ClH:36].[CH3:1][O:2][C:3]1[CH:4]=[C:5]([C:11]2[N:16]=[C:15]([N:17]3[CH2:18][CH2:19][CH2:20][CH2:21]3)[N:14]=[C:13]([CH2:22][O:23][C:28]3[N:27]=[C:26]([N:25]([CH3:37])[CH3:24])[C:35]4[C:30](=[CH:31][CH:32]=[CH:33][CH:34]=4)[N:29]=3)[CH:12]=2)[CH:6]=[CH:7][C:8]=1[O:9][CH3:10], predict the reactants needed to synthesize it. The reactants are: [CH3:1][O:2][C:3]1[CH:4]=[C:5]([C:11]2[N:16]=[C:15]([N:17]3[CH2:21][CH2:20][CH2:19][CH2:18]3)[N:14]=[C:13]([CH2:22][OH:23])[CH:12]=2)[CH:6]=[CH:7][C:8]=1[O:9][CH3:10].[CH3:24][N:25]([CH3:37])[C:26]1[C:35]2[C:30](=[CH:31][CH:32]=[CH:33][CH:34]=2)[N:29]=[C:28]([Cl:36])[N:27]=1.[H-].[Na+].CN(C)C=O. (3) Given the product [NH2:4][CH2:3][CH2:1][O:2][C:6]1[CH:15]=[CH:14][CH:13]=[C:12]2[C:7]=1[C:8]([NH:16][C:17]1[CH:22]=[CH:21][C:20]([OH:23])=[C:19]([CH3:24])[CH:18]=1)=[N:9][CH:10]=[N:11]2, predict the reactants needed to synthesize it. The reactants are: [CH2:1]([CH2:3][NH2:4])[OH:2].F[C:6]1[CH:15]=[CH:14][CH:13]=[C:12]2[C:7]=1[C:8]([NH:16][C:17]1[CH:22]=[CH:21][C:20]([OH:23])=[C:19]([CH3:24])[CH:18]=1)=[N:9][CH:10]=[N:11]2. (4) Given the product [F:1][C:2]1[C:7]2[N:8]([C:14]3[CH:15]=[CH:16][CH:17]=[CH:18][CH:19]=3)[C:9]([C@@H:11]([NH:13][C:21]3[N:29]=[CH:28][N:27]=[C:26]4[C:22]=3[N:23]=[CH:24][NH:25]4)[CH3:12])=[N:10][C:6]=2[CH:5]=[CH:4][CH:3]=1, predict the reactants needed to synthesize it. The reactants are: [F:1][C:2]1[C:7]2[N:8]([C:14]3[CH:19]=[CH:18][CH:17]=[CH:16][CH:15]=3)[C:9]([C@@H:11]([NH2:13])[CH3:12])=[N:10][C:6]=2[CH:5]=[CH:4][CH:3]=1.Cl[C:21]1[N:29]=[CH:28][N:27]=[C:26]2[C:22]=1[N:23]=[CH:24][NH:25]2.CCN(C(C)C)C(C)C. (5) Given the product [CH2:24]([O:23][C:22](=[O:26])[O:21][C:17]1[C:16]2[N:15]=[CH:14][CH:13]=[N:12][C:11]=2[C:10]([O:27][CH:37]([C:31]2[CH:36]=[CH:35][CH:34]=[CH:33][CH:32]=2)[C:40]2[CH:45]=[CH:44][CH:43]=[CH:42][CH:41]=2)=[C:9]2[C:8](=[O:28])[N:7]([CH2:6][C:5]3[CH:4]=[CH:3][C:2]([F:1])=[CH:30][CH:29]=3)[C:19](=[O:20])[C:18]=12)[CH3:25], predict the reactants needed to synthesize it. The reactants are: [F:1][C:2]1[CH:30]=[CH:29][C:5]([CH2:6][N:7]2[C:19](=[O:20])[C:18]3[C:9](=[C:10]([OH:27])[C:11]4[N:12]=[CH:13][CH:14]=[N:15][C:16]=4[C:17]=3[O:21][C:22](=[O:26])[O:23][CH2:24][CH3:25])[C:8]2=[O:28])=[CH:4][CH:3]=1.[C:31]1([C:37]([C:40]2[CH:45]=[CH:44][CH:43]=[CH:42][CH:41]=2)=[N+]=[N-])[CH:36]=[CH:35][CH:34]=[CH:33][CH:32]=1. (6) Given the product [Br:3][C:4]1[CH:5]=[C:6]([C:18]([O:20][CH3:21])=[O:19])[C:7]2[N:8]([CH2:23][C:24]3[CH:29]=[CH:28][C:27]([O:30][CH3:31])=[CH:26][CH:25]=3)[C:9]3[CH:10]=[C:11]([Cl:17])[CH:12]=[CH:13][C:14]=3[C:15]=2[N:16]=1, predict the reactants needed to synthesize it. The reactants are: [H-].[Na+].[Br:3][C:4]1[CH:5]=[C:6]([C:18]([O:20][CH3:21])=[O:19])[C:7]2[NH:8][C:9]3[CH:10]=[C:11]([Cl:17])[CH:12]=[CH:13][C:14]=3[C:15]=2[N:16]=1.Cl[CH2:23][C:24]1[CH:29]=[CH:28][C:27]([O:30][CH3:31])=[CH:26][CH:25]=1.